Dataset: Full USPTO retrosynthesis dataset with 1.9M reactions from patents (1976-2016). Task: Predict the reactants needed to synthesize the given product. (1) Given the product [ClH:45].[CH3:1][N:2]1[CH:6]=[C:5]([C:7]2[N:12]=[C:11]3[N:13]([CH2:16][C@H:17]4[CH2:22][CH2:21][CH2:20][N:19]([C:23]5[N:28]=[CH:27][C:26]([C:29]6[CH:30]=[CH:31][C:32]([CH2:33][N:34]7[CH2:35][CH2:36][N:37]([C:40](=[O:42])[CH3:41])[CH2:38][CH2:39]7)=[CH:43][CH:44]=6)=[CH:25][N:24]=5)[CH2:18]4)[N:14]=[N:15][C:10]3=[N:9][CH:8]=2)[CH:4]=[N:3]1, predict the reactants needed to synthesize it. The reactants are: [CH3:1][N:2]1[CH:6]=[C:5]([C:7]2[N:12]=[C:11]3[N:13]([CH2:16][C@H:17]4[CH2:22][CH2:21][CH2:20][N:19]([C:23]5[N:28]=[CH:27][C:26]([C:29]6[CH:44]=[CH:43][C:32]([CH2:33][N:34]7[CH2:39][CH2:38][N:37]([C:40](=[O:42])[CH3:41])[CH2:36][CH2:35]7)=[CH:31][CH:30]=6)=[CH:25][N:24]=5)[CH2:18]4)[N:14]=[N:15][C:10]3=[N:9][CH:8]=2)[CH:4]=[N:3]1.[ClH:45]. (2) Given the product [O:25]=[C:7]1[NH:6][C:5]2[N:33]=[N:34][CH:2]=[CH:1][C:4]=2[N:8]1[CH:9]1[CH2:14][CH2:13][N:12]([C:15]([O:17][CH2:18][C:19]2[CH:20]=[CH:21][CH:22]=[CH:23][CH:24]=2)=[O:16])[CH2:11][CH2:10]1, predict the reactants needed to synthesize it. The reactants are: [CH2:1]([CH:4]1[N:8]([CH:9]2[CH2:14][CH2:13][N:12]([C:15]([O:17][CH2:18][C:19]3[CH:24]=[CH:23][CH:22]=[CH:21][CH:20]=3)=[O:16])[CH2:11][CH2:10]2)[C:7](=[O:25])[NH:6][C:5]1=O)[CH:2]=C.I([O-])(=O)(=O)=O.[Na+].[NH2:33][NH2:34].